From a dataset of Drug-target binding data from BindingDB using Ki measurements. Regression. Given a target protein amino acid sequence and a drug SMILES string, predict the binding affinity score between them. We predict pKi (pKi = -log10(Ki in M); higher means stronger inhibition). Dataset: bindingdb_ki. (1) The compound is O=C(O)[C@]1(OCc2ccc(F)cc2)C=C[C@@H](O)[C@H](O)C1. The target protein (P15474) has sequence MPRSLANAPIMILNGPNLNLLGQRQPEIYGSDTLADVEALCVKAAAAHGGTVDFRQSNHEGELVDWIHEARLNHCGIVINPAAYSHTSVAILDALNTCDGLPVVEVHISNIHQREPFRHHSYVSQRADGVVAGCGVQGYVFGVERIAALAGAGSARA. The pKi is 3.4. (2) The small molecule is CC(C)NCC(O)COc1cccc2ccccc12. The target protein sequence is IPPMLGWRTPEDRSDPDACTISKDHGYTIYSTFGAFYVPLLLMLVLYGRIFRAARFRIRKTVKKVEKKGADTRFGATPAPQPRKSVNGEPGSRDWRQGVENKGVGLACANGAVRQGDDGAALEVIEVHRVGNSKEHLPLPSEAGAASGAPASFERKNERNAEAKRKMALA. The pKi is 7.1. (3) The small molecule is NC(=O)c1ccc(C2CN3CCCC3c3ccccc32)cc1. The target protein (O55192) has sequence MLLARMNPQVQPELGGADPLPEQPLRPCKTADLLVVKERNGVQCLLASQDSDAQPRETWGKKIDFLLSVVGFAVDLANVWRFPYLCYKNGGGAFLIPYTLFLIIAGMPLFYMELALGQYNREGAATVWKICPFFKGVGYAVILIALYVGFYYNVIIAWSLYYLFASFTLNLPWTNCGHSWNSPNCTDPKLLNASVLGDHTKYSKYKFTPAAEFYERGVLHLHESSGIHDIGLPQWQLLLCLMVVIVVLYFSLWKGVKTSGKVVWITATLPYFVLFVLLVHGVTLPGASNGINAYLHIDFYRLKEATVWIDAATQIFFSLGAGFGVLIAFASYNKFDNNCYRDALLTSTINCVTSFISGFAIFSILGYMAHEHKVNIEDVATEGAGLVFILYPEAISTLSGSTFWAVLFFLMLLALGLDSSMGGMEAVITGLADDFQVLKRHRKLFTCVVTISTFLLALFCITKGGIYVLTLLDTFAAGTSILFAVLMEAIGVSWFYGVDR.... The pKi is 7.0. (4) The compound is CC(C)(C)c1ccc(NC(=O)N2CCN(c3ncccc3Cl)CC2)cc1. The target protein (P01150) has sequence MPGPWLLLALALIFTLTGIPESCALPEAAQEEGAVTPDLPGLENVQVRPERRFLWKDLQRVRGDLGAALDSWITKRQHPGKREEEEKDIEAEERGDLGEGGAWRLHKRQHPGRRANQDKYSWADEEDSDWMPRSWLPDFFLDSWFSDVPQVKRQHPGRRSFPWMESDVTKRQHPGRRFIDPELQRSWEEKEGEGVLMPEKRQHPGKRALGHPCGPQGTCGQTGLLQLLGDLSRGQETLVKQSPQVEPWDKEPLEE. The pKi is 5.0. (5) The compound is CCCCCCCCc1ccc(O[C@@H]2O[C@H](COS(=O)(=O)O)[C@@H](O)[C@H](O)[C@H]2O)cc1. The target protein (A8NS89) has sequence MTETVTDQGKQRSSKLQKNEAAKDEQVEGKGKETLESGTDKSAEQNSSLLVGQPDVIDNDNVQTVDDFKNLMYKMQETRRAIVFALLNEKDLTKDDVEILKRAYEKLTDNQTHSFQREMCTLTTKLSVNIGDETRGLEKDLKYLDALMNIRREEPNLLWPIIMSRVDLFSILANYHPKGKETFLKEYEDTVKFLKTFISSEAITGKKPIFITDWDGTMKDYCSQYATNLQPVYSAVGMTRFAASFTRISAVLTAGPLRGPGILDLTAMPIDGPVMFSGSWGREWWLSGKRVVHQDGITDEGFNALQRLDDEMKDLLHTSDYAPFALVGSGVQRKVDRLTLGVQTVCHHVTSELSNRYQMAVKERMHRVDPNSQILVFDPSTELEVEVVAHNSGIIWNKGNGVERLIKSLGDSLQSPGKILICGDTLSDIPMVRQAVKQNPDGVLAIFVGAKMSLREEVKQVIGDESRCCFVSCPDVIHAAMSQILNEHCIGK. The pKi is 4.2. (6) The small molecule is Cc1ccc(COc2cc(F)c3nc(C4CCCC[C@@H]4C(=O)O)n(Cc4ccc(OC(F)(F)F)cc4)c3c2)nc1. The target protein (A0A087WW23) has sequence MLTFNHDAPWHTQKTLKTSEFGKSFGTLGHIGNISHQCWAGCAAGGRAVLSGEPEANMDQETVGNVVLLAIVTLISVVQNGFFAHKVEHESRTQNGRSFQRTGTLAFERVYTANQNCVDAYPTFLAVLWSAGLLCSQVPAAFAGLMYLFVRQKYFVGYLGERTQSTPGYIFGKRIILFLFLMSVAGIFNYYLIFFFGSDFENYIKTISTTISPLLLIP. The pKi is 8.0. (7) The small molecule is CN1CCC[C@H]1c1cccnc1. The target protein (P58154) has sequence MRRNIFCLACLWIVQACLSLDRADILYNIRQTSRPDVIPTQRDRPVAVSVSLKFINILEVNEITNEVDVVFWQQTTWSDRTLAWNSSHSPDQVSVPISSLWVPDLAAYNAISKPEVLTPQLARVVSDGEVLYMPSIRQRFSCDVSGVDTESGATCRIKIGSWTHHSREISVDPTTENSDDSEYFSQYSRFEILDVTQKKNSVTYSCCPEAYEDVEVSLNFRKKGRSEIL. The pKi is 7.1. (8) The compound is C[C@]12CCC3C(CN=C4CC(=O)CC[C@@]43C)C1CC[C@@H]2C(=O)NC(c1ccc(Cl)cc1)c1ccc(Cl)cc1. The target protein (P14060) has sequence MTGWSCLVTGAGGFLGQRIIRLLVKEKELKEIRVLDKAFGPELREEFSKLQNKTKLTVLEGDILDEPFLKRACQDVSVIIHTACIIDVFGVTHRESIMNVNVKGTQLLLEACVQASVPVFIYTSSIEVAGPNSYKEIIQNGHEEEPLENTWPAPYPHSKKLAEKAVLAANGWNLKNGGTLYTCALRPMYIYGEGSRFLSASINEALNNNGILSSVGKFSTVNPVYVGNVAWAHILALRALQDPKKAPSIRGQFYYISDDTPHQSYDNLNYTLSKEFGLRLDSRWSFPLSLMYWIGFLLEIVSFLLRPIYTYRPPFNRHIVTLSNSVFTFSYKKAQRDLAYKPLYSWEEAKQKTVEWVGSLVDRHKETLKSKTQ. The pKi is 6.3. (9) The small molecule is N=C(N)c1ccc(Oc2cc(Oc3ccc(C(=N)N)cc3)cc(C(=O)N3CCc4ccccc4C3)c2)cc1. The target protein (P00743) has sequence MAGLLHLVLLSTALGGLLRPAGSVFLPRDQAHRVLQRARRANSFLEEVKQGNLERECLEEACSLEEAREVFEDAEQTDEFWSKYKDGDQCEGHPCLNQGHCKDGIGDYTCTCAEGFEGKNCEFSTREICSLDNGGCDQFCREERSEVRCSCAHGYVLGDDSKSCVSTERFPCGKFTQGRSRRWAIHTSEDALDASELEHYDPADLSPTESSLDLLGLNRTEPSAGEDGSQVVRIVGGRDCAEGECPWQALLVNEENEGFCGGTILNEFYVLTAAHCLHQAKRFTVRVGDRNTEQEEGNEMAHEVEMTVKHSRFVKETYDFDIAVLRLKTPIRFRRNVAPACLPEKDWAEATLMTQKTGIVSGFGRTHEKGRLSSTLKMLEVPYVDRSTCKLSSSFTITPNMFCAGYDTQPEDACQGDSGGPHVTRFKDTYFVTGIVSWGEGCARKGKFGVYTKVSNFLKWIDKIMKARAGAAGSRGHSEAPATWTVPPPLPL. The pKi is 6.6. (10) The drug is Cc1nc2ccc(Oc3ccc(F)cc3)cc2c(=O)n1C[C@H]1CCCN(C(C)C)C1. The target protein sequence is MWNATRSEELGPNLTLPDLDWDAAPDNDSLTDELPPLFPAPLLAGVTATCVALFVVGIAGNLLTMLVVSRFRELRTTTNLYLSSMAFSDLLIFLCMPLDLVRLWHYRPWNLGDLLCKLFQFVSESCTYASVLTITALSVERYFAICFPLRAKVVITKGRVKLVVLAIWAVAFCSAWPIFMLVGVEHENGTDPRDTNECRATEFAVRSGLLTIMVWVSSIFFFLPVFCLTVLYSLIGRKLWRRRRSEVVVGASLRDQNHKQTVKMLAVVVFAFVLCWLPFHVGRYLFSKSFEPGSVEIAQISQYCNLVSFVLFYFSAAINPILYNIMSKKYRVAVFKLLGFEPFSQRKLSTLKDESSRAWTESSINT. The pKi is 7.8.